Task: Predict which catalyst facilitates the given reaction.. Dataset: Catalyst prediction with 721,799 reactions and 888 catalyst types from USPTO Reactant: [CH2:1]([C:4]1[C:12]([OH:13])=[CH:11][CH:10]=[C:9]2[C:5]=1[CH2:6][CH2:7][C:8]2=[O:14])[CH:2]=[CH2:3].[N:15]1(C[C@@H](C2C=CC=CC=2)O)[CH:19]=[CH:18][N:17]=[CH:16]1.[C:42]1(P([C:42]2[CH:47]=[CH:46][CH:45]=[CH:44][CH:43]=2)[C:42]2[CH:47]=[CH:46][CH:45]=[CH:44][CH:43]=2)[CH:47]=[CH:46][CH:45]=[CH:44][CH:43]=1.[CH3:48][CH2:49]OC(/N=N/C(OCC)=O)=O. Product: [NH:17]1[CH:18]=[CH:19][N:15]=[C:16]1[CH2:48][C@@H:49]([C:42]1[CH:43]=[CH:44][CH:45]=[CH:46][CH:47]=1)[O:13][C:12]1[C:4]([CH2:1][CH:2]=[CH2:3])=[C:5]2[C:9](=[CH:10][CH:11]=1)[C:8](=[O:14])[CH2:7][CH2:6]2. The catalyst class is: 7.